From a dataset of NCI-60 drug combinations with 297,098 pairs across 59 cell lines. Regression. Given two drug SMILES strings and cell line genomic features, predict the synergy score measuring deviation from expected non-interaction effect. Drug 1: C1=CC(=CC=C1CC(C(=O)O)N)N(CCCl)CCCl.Cl. Drug 2: CCC(=C(C1=CC=CC=C1)C2=CC=C(C=C2)OCCN(C)C)C3=CC=CC=C3.C(C(=O)O)C(CC(=O)O)(C(=O)O)O. Cell line: SN12C. Synergy scores: CSS=4.33, Synergy_ZIP=-5.95, Synergy_Bliss=-5.11, Synergy_Loewe=-6.21, Synergy_HSA=-6.05.